This data is from Peptide-MHC class II binding affinity with 134,281 pairs from IEDB. The task is: Regression. Given a peptide amino acid sequence and an MHC pseudo amino acid sequence, predict their binding affinity value. This is MHC class II binding data. (1) The peptide sequence is SDYVYEPFPKRVWEQ. The MHC is DRB1_0101 with pseudo-sequence DRB1_0101. The binding affinity (normalized) is 0.547. (2) The peptide sequence is WYLDPPFLCRNRTKT. The MHC is DRB1_0101 with pseudo-sequence DRB1_0101. The binding affinity (normalized) is 0.572. (3) The peptide sequence is AALLVVAVGLRV. The MHC is DRB1_0701 with pseudo-sequence DRB1_0701. The binding affinity (normalized) is 0.859.